Dataset: NCI-60 drug combinations with 297,098 pairs across 59 cell lines. Task: Regression. Given two drug SMILES strings and cell line genomic features, predict the synergy score measuring deviation from expected non-interaction effect. Drug 1: CC1=C2C(C(=O)C3(C(CC4C(C3C(C(C2(C)C)(CC1OC(=O)C(C(C5=CC=CC=C5)NC(=O)OC(C)(C)C)O)O)OC(=O)C6=CC=CC=C6)(CO4)OC(=O)C)OC)C)OC. Drug 2: CC1C(C(CC(O1)OC2CC(OC(C2O)C)OC3=CC4=CC5=C(C(=O)C(C(C5)C(C(=O)C(C(C)O)O)OC)OC6CC(C(C(O6)C)O)OC7CC(C(C(O7)C)O)OC8CC(C(C(O8)C)O)(C)O)C(=C4C(=C3C)O)O)O)O. Cell line: ACHN. Synergy scores: CSS=40.1, Synergy_ZIP=11.1, Synergy_Bliss=10.9, Synergy_Loewe=-4.68, Synergy_HSA=12.4.